From a dataset of Reaction yield outcomes from USPTO patents with 853,638 reactions. Predict the reaction yield, written as a fraction of the theoretical maximum amount of product (1.0 means a 100% yield; for example, 0.34 means a 34% yield). The reactants are Cl.[CH2:2]([O:9][C:10]1[CH:19]=[C:18]2[C:13]([C:14]([Cl:20])=[N:15][CH:16]=[N:17]2)=[CH:12][C:11]=1[O:21][CH3:22])[C:3]1[CH:8]=[CH:7][CH:6]=[CH:5][CH:4]=1.[Cl:23][C:24]1[CH:30]=[CH:29][C:27]([NH2:28])=[C:26]([F:31])[CH:25]=1. The catalyst is C(O)(C)C. The product is [ClH:20].[CH2:2]([O:9][C:10]1[CH:19]=[C:18]2[C:13]([C:14]([NH:28][C:27]3[CH:29]=[CH:30][C:24]([Cl:23])=[CH:25][C:26]=3[F:31])=[N:15][CH:16]=[N:17]2)=[CH:12][C:11]=1[O:21][CH3:22])[C:3]1[CH:8]=[CH:7][CH:6]=[CH:5][CH:4]=1. The yield is 0.640.